This data is from Forward reaction prediction with 1.9M reactions from USPTO patents (1976-2016). The task is: Predict the product of the given reaction. (1) The product is: [CH2:19]([O:22][C@H:23]1[C:31]2[C:26](=[CH:27][C:28]([Br:32])=[CH:29][CH:30]=2)[C@@H:25]([NH:33][CH2:46][C@@H:44]([OH:45])[C@@H:43]([NH:47][C:48](=[O:54])[O:49][C:50]([CH3:52])([CH3:51])[CH3:53])[CH2:42][C:37]2[CH:36]=[C:35]([F:34])[CH:40]=[C:39]([F:41])[CH:38]=2)[CH2:24]1)[CH:20]=[CH2:21]. Given the reactants C(O[C@H]1C2C(=CC(OCCC)=CC=2)[C@@H](N)C1)C=C.[CH2:19]([O:22][C@H:23]1[C:31]2[C:26](=[CH:27][C:28]([Br:32])=[CH:29][CH:30]=2)[C@@H:25]([NH2:33])[CH2:24]1)[CH:20]=[CH2:21].[F:34][C:35]1[CH:36]=[C:37]([CH2:42][C@H:43]([NH:47][C:48](=[O:54])[O:49][C:50]([CH3:53])([CH3:52])[CH3:51])[C@H:44]2[CH2:46][O:45]2)[CH:38]=[C:39]([F:41])[CH:40]=1, predict the reaction product. (2) Given the reactants [CH2:1]([OH:4])[CH2:2][OH:3].Cl[C:6]1[CH:11]=[CH:10][CH:9]=[CH:8][N:7]=1.[OH-].[K+].C1OCCOCCOCCOCCOCCOC1, predict the reaction product. The product is: [N:7]1[CH:8]=[CH:9][CH:10]=[CH:11][C:6]=1[O:3][CH2:2][CH2:1][OH:4]. (3) Given the reactants [CH:1]1([CH:7]([C:9]2[C:10]([CH3:25])=[N:11][N:12]([C:14]3[CH:19]=[CH:18][C:17]([O:20][C:21]([F:24])([F:23])[F:22])=[CH:16][CH:15]=3)[CH:13]=2)O)[CH2:6][CH2:5][CH2:4][CH2:3][CH2:2]1.[NH2:26][C:27]1[CH:32]=[CH:31][C:30]([C:33]([N:35]([CH3:43])[CH2:36][CH2:37][C:38]([O:40]CC)=[O:39])=[O:34])=[CH:29][CH:28]=1, predict the reaction product. The product is: [CH:1]1([CH:7]([NH:26][C:27]2[CH:28]=[CH:29][C:30]([C:33]([N:35]([CH3:43])[CH2:36][CH2:37][C:38]([OH:40])=[O:39])=[O:34])=[CH:31][CH:32]=2)[C:9]2[C:10]([CH3:25])=[N:11][N:12]([C:14]3[CH:19]=[CH:18][C:17]([O:20][C:21]([F:24])([F:23])[F:22])=[CH:16][CH:15]=3)[CH:13]=2)[CH2:6][CH2:5][CH2:4][CH2:3][CH2:2]1. (4) Given the reactants C(O[C:4]([C:6]1[N:11]=[CH:10][C:9]([C:12]([OH:14])=[O:13])=[CH:8][CH:7]=1)=[O:5])C.[CH3:15][CH:16]([CH3:20])[C:17](=[O:19])[CH3:18].[H-].[Na+], predict the reaction product. The product is: [CH3:15][CH:16]([CH3:20])[C:17](=[O:19])[CH2:18][C:4]([C:6]1[N:11]=[CH:10][C:9]([C:12]([OH:14])=[O:13])=[CH:8][CH:7]=1)=[O:5]. (5) Given the reactants [CH2:1]([C:8]1[CH:9]=[N:10][C:11]2[C:16]([C:17]=1[C:18]1[CH:19]=[C:20]([NH2:24])[CH:21]=[CH:22][CH:23]=1)=[CH:15][CH:14]=[CH:13][C:12]=2[C:25]([F:28])([F:27])[F:26])[C:2]1[CH:7]=[CH:6][CH:5]=[CH:4][CH:3]=1.[CH:29]1[C:42]2[C:33](=[CH:34][C:35]3[C:40]([C:41]=2[CH:43]=O)=[CH:39][CH:38]=[CH:37][CH:36]=3)[CH:32]=[CH:31][CH:30]=1, predict the reaction product. The product is: [CH:39]1[C:40]2[C:35](=[CH:34][C:33]3[C:42]([C:41]=2[CH2:43][NH:24][C:20]2[CH:21]=[CH:22][CH:23]=[C:18]([C:17]4[C:16]5[C:11](=[C:12]([C:25]([F:28])([F:26])[F:27])[CH:13]=[CH:14][CH:15]=5)[N:10]=[CH:9][C:8]=4[CH2:1][C:2]4[CH:3]=[CH:4][CH:5]=[CH:6][CH:7]=4)[CH:19]=2)=[CH:29][CH:30]=[CH:31][CH:32]=3)[CH:36]=[CH:37][CH:38]=1. (6) Given the reactants [CH2:1]=[CH:2][CH2:3][CH2:4][CH2:5][CH2:6][CH2:7][CH3:8].[CH:9]1[CH:14]=[CH:13][CH:12]=[CH:11][CH:10]=1, predict the reaction product. The product is: [CH2:1]([C:9]1[CH:14]=[CH:13][CH:12]=[CH:11][CH:10]=1)[CH2:2][CH2:3][CH2:4][CH2:5][CH2:6][CH2:7][CH3:8].